This data is from Forward reaction prediction with 1.9M reactions from USPTO patents (1976-2016). The task is: Predict the product of the given reaction. (1) The product is: [NH:15]1[CH2:16][CH2:17][CH:18]([NH:21][C:22]2[N:27]=[N:26][C:25]([C:28]#[N:29])=[CH:24][CH:23]=2)[CH2:19][CH2:20]1. Given the reactants ClC(OC(Cl)C)=O.C([N:15]1[CH2:20][CH2:19][CH:18]([NH:21][C:22]2[N:27]=[N:26][C:25]([C:28]#[N:29])=[CH:24][CH:23]=2)[CH2:17][CH2:16]1)C1C=CC=CC=1.C(N(C(C)C)CC)(C)C, predict the reaction product. (2) Given the reactants [CH2:1]([O:3][C:4](=[O:44])[CH2:5][C:6]1[N:7]=[C:8]([CH2:23][N:24]2[CH2:29][CH2:28][N:27]([S:30]([C:33]3[S:37][C:36]4[CH:38]=[C:39]([Cl:42])[CH:40]=[CH:41][C:35]=4[CH:34]=3)(=[O:32])=[O:31])[CH2:26][C:25]2=[O:43])[S:9][C:10]=1[CH2:11][NH:12]C(OCC1C=CC=CC=1)=O)[CH3:2].Br.CC(O)=O, predict the reaction product. The product is: [CH2:1]([O:3][C:4](=[O:44])[CH2:5][C:6]1[N:7]=[C:8]([CH2:23][N:24]2[CH2:29][CH2:28][N:27]([S:30]([C:33]3[S:37][C:36]4[CH:38]=[C:39]([Cl:42])[CH:40]=[CH:41][C:35]=4[CH:34]=3)(=[O:32])=[O:31])[CH2:26][C:25]2=[O:43])[S:9][C:10]=1[CH2:11][NH2:12])[CH3:2]. (3) Given the reactants [CH3:1][O:2][C:3]1[CH:11]=[C:10]2[C:6]([C:7]([CH2:18][C:19]3[N:24]=[C:23]([C:25]([O:27][CH2:28][C:29]4[CH:34]=[CH:33][CH:32]=[CH:31][CH:30]=4)=[O:26])[CH:22]=[CH:21][CH:20]=3)=[C:8]([C:12]3[CH:17]=[CH:16][CH:15]=[CH:14][CH:13]=3)[NH:9]2)=[CH:5][CH:4]=1.[H-].[Na+].[C:37]1([S:43](Cl)(=[O:45])=[O:44])[CH:42]=[CH:41][CH:40]=[CH:39][CH:38]=1.[Cl-].[NH4+], predict the reaction product. The product is: [C:37]1([S:43]([N:9]2[C:10]3[C:6](=[CH:5][CH:4]=[C:3]([O:2][CH3:1])[CH:11]=3)[C:7]([CH2:18][C:19]3[N:24]=[C:23]([C:25]([O:27][CH2:28][C:29]4[CH:34]=[CH:33][CH:32]=[CH:31][CH:30]=4)=[O:26])[CH:22]=[CH:21][CH:20]=3)=[C:8]2[C:12]2[CH:13]=[CH:14][CH:15]=[CH:16][CH:17]=2)(=[O:45])=[O:44])[CH:42]=[CH:41][CH:40]=[CH:39][CH:38]=1. (4) Given the reactants [C:1]([O:5][C:6]([NH:8][C@H:9]([C:25]([O:27][CH3:28])=[O:26])[CH2:10][C:11]1[CH:16]=[CH:15][C:14](OS(C(F)(F)F)(=O)=O)=[CH:13][CH:12]=1)=[O:7])([CH3:4])([CH3:3])[CH3:2].[B:29]1([B:29]2[O:33][C:32]([CH3:35])([CH3:34])[C:31]([CH3:37])([CH3:36])[O:30]2)[O:33][C:32]([CH3:35])([CH3:34])[C:31]([CH3:37])([CH3:36])[O:30]1.C([O-])(=O)C.[K+], predict the reaction product. The product is: [C:1]([O:5][C:6]([NH:8][C@H:9]([C:25]([O:27][CH3:28])=[O:26])[CH2:10][C:11]1[CH:16]=[CH:15][C:14]([B:29]2[O:33][C:32]([CH3:35])([CH3:34])[C:31]([CH3:37])([CH3:36])[O:30]2)=[CH:13][CH:12]=1)=[O:7])([CH3:4])([CH3:3])[CH3:2]. (5) Given the reactants [S:1]1[C:9]2[CH:8]=[CH:7][N:6]=[CH:5][C:4]=2[N:3]=[C:2]1[NH:10]C(=O)C1C=CC=CC=1.[OH-].[Na+], predict the reaction product. The product is: [S:1]1[C:9]2[CH:8]=[CH:7][N:6]=[CH:5][C:4]=2[N:3]=[C:2]1[NH2:10].